Dataset: Full USPTO retrosynthesis dataset with 1.9M reactions from patents (1976-2016). Task: Predict the reactants needed to synthesize the given product. (1) The reactants are: [C:1]([O:4][C@H:5]([C:34]1[CH:39]=[CH:38][C:37]([F:40])=[CH:36][CH:35]=1)[CH2:6][CH2:7][C@H:8]1[C:11](=[O:12])[N:10]([C:13]2[CH:18]=[CH:17][C:16]([O:19][S:20]([C:23]([F:26])([F:25])[F:24])(=[O:22])=[O:21])=[CH:15][CH:14]=2)[C@@H:9]1[C:27]1[CH:32]=[CH:31][C:30](I)=[CH:29][CH:28]=1)(=[O:3])[CH3:2].C([O:44][C:45]1([C:53]#[CH:54])C[O:49][C:48](C)([CH3:51])[O:47][CH2:46]1)(=O)C.C(N([CH2:60][CH3:61])CC)C.[OH2:62].CN([CH:66]=[O:67])C. Given the product [C:1]([O:4][C@H:5]([C:34]1[CH:39]=[CH:38][C:37]([F:40])=[CH:36][CH:35]=1)[CH2:6][CH2:7][C@H:8]1[C:11](=[O:12])[N:10]([C:13]2[CH:18]=[CH:17][C:16]([O:19][S:20]([C:23]([F:26])([F:25])[F:24])(=[O:22])=[O:21])=[CH:15][CH:14]=2)[C@@H:9]1[C:27]1[CH:32]=[CH:31][C:30]([C:54]#[C:53][C:45]([CH2:66][O:67][C:60](=[O:62])[CH3:61])([OH:44])[CH2:46][O:47][C:48](=[O:49])[CH3:51])=[CH:29][CH:28]=1)(=[O:3])[CH3:2], predict the reactants needed to synthesize it. (2) Given the product [C:22]([C:19]1[N:18]=[C:17]([C:15]([NH:14][CH2:13][C:12]2[CH:26]=[CH:27][C:9]([C:6]3[CH:5]=[CH:4][N:3]=[C:2]4[NH:1][C:37]([C:32]5[C:31]([O:30][CH3:29])=[CH:36][CH:35]=[CH:34][N:33]=5)=[N:8][C:7]=34)=[CH:10][C:11]=2[F:28])=[O:16])[O:21][N:20]=1)([CH3:23])([CH3:24])[CH3:25], predict the reactants needed to synthesize it. The reactants are: [NH2:1][C:2]1[C:7]([NH2:8])=[C:6]([C:9]2[CH:27]=[CH:26][C:12]([CH2:13][NH:14][C:15]([C:17]3[O:21][N:20]=[C:19]([C:22]([CH3:25])([CH3:24])[CH3:23])[N:18]=3)=[O:16])=[C:11]([F:28])[CH:10]=2)[CH:5]=[CH:4][N:3]=1.[CH3:29][O:30][C:31]1[C:32]([CH:37]=O)=[N:33][CH:34]=[CH:35][CH:36]=1.CN(C=O)C. (3) The reactants are: [Br:1][C:2]1[CH:3]=[CH:4][C:5]([O:9][C:10]([F:13])([F:12])[F:11])=[C:6]([NH2:8])[CH:7]=1.[C:14](OC(=O)C)(=[O:16])[CH3:15]. Given the product [Br:1][C:2]1[CH:3]=[CH:4][C:5]([O:9][C:10]([F:11])([F:12])[F:13])=[C:6]([NH:8][C:14](=[O:16])[CH3:15])[CH:7]=1, predict the reactants needed to synthesize it. (4) Given the product [NH2:40][C:27]1[N:28]([CH3:39])[C:29](=[O:38])[C@@H:30]2[C@@H:31]([C:34]([F:37])([F:36])[F:35])[O:32][CH2:33][C@:25]2([C:23]2[CH:24]=[C:19]([NH:18][C:16]([C:13]3[CH:12]=[N:11][C:10]([CH:9]([F:49])[F:8])=[CH:15][N:14]=3)=[O:17])[CH:20]=[CH:21][C:22]=2[F:48])[N:26]=1, predict the reactants needed to synthesize it. The reactants are: FC(F)(F)C(O)=O.[F:8][CH:9]([F:49])[C:10]1[N:11]=[CH:12][C:13]([C:16]([NH:18][C:19]2[CH:20]=[CH:21][C:22]([F:48])=[C:23]([C@:25]34[CH2:33][O:32][C@H:31]([C:34]([F:37])([F:36])[F:35])[C@H:30]3[C:29](=[O:38])[N:28]([CH3:39])[C:27]([NH:40]C(=O)OC(C)(C)C)=[N:26]4)[CH:24]=2)=[O:17])=[N:14][CH:15]=1.